Predict the reaction yield, written as a fraction of the theoretical maximum amount of product (1.0 means a 100% yield; for example, 0.34 means a 34% yield). From a dataset of Reaction yield outcomes from USPTO patents with 853,638 reactions. (1) The reactants are ClC1C(CO)=CC=C(Cl)N=1.[Br:11][CH2:12][C:13]1[C:14]([Cl:21])=[N:15][C:16]([Cl:20])=[C:17](F)[CH:18]=1. No catalyst specified. The product is [Br:11][CH2:12][C:13]1[C:14]([Cl:21])=[N:15][C:16]([Cl:20])=[CH:17][CH:18]=1. The yield is 0.800. (2) The reactants are C(O[C:4](=[O:17])[CH2:5][C:6]([C:8]1[CH:13]=[C:12]([Cl:14])[CH:11]=[CH:10][C:9]=1[O:15][CH3:16])=O)C.Cl.[C:19]([NH2:22])(=[NH:21])[CH3:20].C(=O)([O-])[O-].[K+].[K+]. The catalyst is C(O)C. The product is [Cl:14][C:12]1[CH:11]=[CH:10][C:9]([O:15][CH3:16])=[C:8]([C:6]2[N:21]=[C:19]([CH3:20])[NH:22][C:4](=[O:17])[CH:5]=2)[CH:13]=1. The yield is 0.680. (3) The reactants are [H-].[Na+].N[C:4]1[CH:9]=[CH:8][CH:7]=[CH:6][CH:5]=1.[CH3:10][C:11]1[CH2:15][C:14]([CH3:16])=[C:13]([CH3:17])[C:12]=1[CH3:18].C([Si:26](Cl)([C:33]1[CH:38]=[CH:37][CH:36]=[CH:35][CH:34]=1)[C:27]1[CH:32]=[CH:31][CH:30]=[CH:29][CH:28]=1)C1C=CC=CC=1.[C:40](=O)([O-])O.[Na+].C(=O)([O-])[O-].[Na+].[Na+]. The catalyst is O1CCCC1.C1(C)C=CC=CC=1. The product is [CH2:18]([C:12]1[C:11]([SiH:26]([C:33]2[CH:34]=[CH:35][CH:36]=[CH:37][CH:38]=2)[C:27]2[CH:32]=[CH:31][CH:30]=[CH:29][CH:28]=2)([CH3:10])[C:15]([CH3:40])=[C:14]([CH3:16])[C:13]=1[CH3:17])[C:4]1[CH:9]=[CH:8][CH:7]=[CH:6][CH:5]=1. The yield is 0.464. (4) The reactants are Br[C:2]1[CH:7]=[CH:6][C:5]([CH2:8][C@H:9]([N:20]([CH2:28][C:29]2[CH:34]=[CH:33][CH:32]=[CH:31][CH:30]=2)[CH2:21][C:22]2[CH:27]=[CH:26][CH:25]=[CH:24][CH:23]=2)[C:10]([O:12][CH2:13][C:14]2[CH:19]=[CH:18][CH:17]=[CH:16][CH:15]=2)=[O:11])=[CH:4][CH:3]=1.[Li+].[Cl-].C([Sn](CCCC)(CCCC)[C:42]1[CH:47]=[CH:46][CH:45]=[CH:44][N:43]=1)CCC. The catalyst is CN(C=O)C.C1C=CC([P]([Pd]([P](C2C=CC=CC=2)(C2C=CC=CC=2)C2C=CC=CC=2)([P](C2C=CC=CC=2)(C2C=CC=CC=2)C2C=CC=CC=2)[P](C2C=CC=CC=2)(C2C=CC=CC=2)C2C=CC=CC=2)(C2C=CC=CC=2)C2C=CC=CC=2)=CC=1. The product is [CH2:21]([N:20]([CH2:28][C:29]1[CH:34]=[CH:33][CH:32]=[CH:31][CH:30]=1)[C@@H:9]([CH2:8][C:5]1[CH:6]=[CH:7][C:2]([C:42]2[CH:47]=[CH:46][CH:45]=[CH:44][N:43]=2)=[CH:3][CH:4]=1)[C:10]([O:12][CH2:13][C:14]1[CH:19]=[CH:18][CH:17]=[CH:16][CH:15]=1)=[O:11])[C:22]1[CH:27]=[CH:26][CH:25]=[CH:24][CH:23]=1. The yield is 0.720. (5) The reactants are [C:1]([OH:7])(=[O:6])[CH2:2][C:3]([OH:5])=[O:4].[Cl:8][C:9]1[CH:14]=[C:13]([Cl:15])[CH:12]=[C:11]([Cl:16])[C:10]=1O.P(Cl)(Cl)(Cl)=O. No catalyst specified. The product is [Cl:8][C:9]1[CH:14]=[C:13]([Cl:15])[CH:12]=[C:11]([Cl:16])[C:10]=1[O:4][C:3](=[O:5])[CH2:2][C:1]([O:7][C:10]1[C:9]([Cl:8])=[CH:14][C:13]([Cl:15])=[CH:12][C:11]=1[Cl:16])=[O:6]. The yield is 0.950.